Dataset: Forward reaction prediction with 1.9M reactions from USPTO patents (1976-2016). Task: Predict the product of the given reaction. (1) Given the reactants [OH:1][CH2:2][CH:3]1[CH2:8][CH2:7][N:6]([C:9]([O:11][C:12]([CH3:15])([CH3:14])[CH3:13])=[O:10])[CH2:5][CH2:4]1.Br[C:17]1[CH:22]=[N:21][C:20]([I:23])=[CH:19][N:18]=1.[H-].[Na+].O, predict the reaction product. The product is: [I:23][C:20]1[N:21]=[CH:22][C:17]([O:1][CH2:2][CH:3]2[CH2:8][CH2:7][N:6]([C:9]([O:11][C:12]([CH3:15])([CH3:14])[CH3:13])=[O:10])[CH2:5][CH2:4]2)=[N:18][CH:19]=1. (2) Given the reactants Cl[C:2]1[N:3]=[C:4]([NH2:38])[C:5]2[N:6]=[CH:7][N:8]([C:36]=2[N:37]=1)[C@@H:9]1[O:35][C@H:26]([CH2:27][O:28][Si](C(C)C)(C)C)[C@@H:18]([O:19][Si](C(C)C)(C)C)[C@H:10]1[O:11][Si](C(C)C)(C)C.Cl[C:40]1[CH:45]=[CH:44][C:43]([CH2:46][CH2:47][OH:48])=[CH:42][CH:41]=1.[H-].[Na+].CO.C(Cl)[Cl:54], predict the reaction product. The product is: [Cl:54][C:44]1[CH:45]=[CH:40][CH:41]=[CH:42][C:43]=1[CH2:46][CH2:47][O:48][C:2]1[N:3]=[C:4]([NH2:38])[C:5]2[N:6]=[CH:7][N:8]([C:36]=2[N:37]=1)[C@@H:9]1[O:35][C@H:26]([CH2:27][OH:28])[C@@H:18]([OH:19])[C@H:10]1[OH:11]. (3) Given the reactants FC(F)(F)C(O)=O.[C:8]([C:10]1[CH:15]=[CH:14][C:13]([N:16]2[C@@H:21]([CH3:22])[CH2:20][N:19]([C:23]([NH:25][C:26]3[CH:31]=[CH:30][N:29]=[C:28]([NH:32]C(OC(C)(C)C)=O)[N:27]=3)=[O:24])[C@H:18]([CH3:40])[CH2:17]2)=[CH:12][C:11]=1[C:41]([F:44])([F:43])[F:42])#[N:9], predict the reaction product. The product is: [NH2:32][C:28]1[N:27]=[C:26]([NH:25][C:23]([N:19]2[CH2:20][C@H:21]([CH3:22])[N:16]([C:13]3[CH:14]=[CH:15][C:10]([C:8]#[N:9])=[C:11]([C:41]([F:44])([F:43])[F:42])[CH:12]=3)[CH2:17][C@H:18]2[CH3:40])=[O:24])[CH:31]=[CH:30][N:29]=1. (4) Given the reactants C(O[CH:4](OCC)[C:5](=[NH:15])[NH:6][CH2:7][C:8]1[CH:13]=[CH:12][CH:11]=[C:10]([F:14])[CH:9]=1)C, predict the reaction product. The product is: [F:14][C:10]1[CH:9]=[C:8]2[C:13]([CH:4]=[C:5]([NH2:15])[N:6]=[CH:7]2)=[CH:12][CH:11]=1.